This data is from TCR-epitope binding with 47,182 pairs between 192 epitopes and 23,139 TCRs. The task is: Binary Classification. Given a T-cell receptor sequence (or CDR3 region) and an epitope sequence, predict whether binding occurs between them. (1) The epitope is LPRRSGAAGA. The TCR CDR3 sequence is CASSQDAGGVFGNTIYF. Result: 0 (the TCR does not bind to the epitope). (2) The epitope is RQLLFVVEV. The TCR CDR3 sequence is CASSQDTGGQGSGELFF. Result: 0 (the TCR does not bind to the epitope). (3) The epitope is NLSALGIFST. The TCR CDR3 sequence is CASTQLAGASYHDFFF. Result: 0 (the TCR does not bind to the epitope). (4) The epitope is MPASWVMRI. The TCR CDR3 sequence is CASSQDQGVGSSYNEQFF. Result: 1 (the TCR binds to the epitope). (5) The epitope is SLVKPSFYV. The TCR CDR3 sequence is CASSDPYNEQFF. Result: 1 (the TCR binds to the epitope). (6) The TCR CDR3 sequence is CASRASGGAVAQYF. Result: 0 (the TCR does not bind to the epitope). The epitope is TAFTIPSI. (7) The epitope is HTTDPSFLGRY. The TCR CDR3 sequence is CASSLLGGYEQYF. Result: 1 (the TCR binds to the epitope). (8) The epitope is PROT_97E67BCC. The TCR CDR3 sequence is CASSSGQGNTGELFF. Result: 0 (the TCR does not bind to the epitope). (9) The epitope is KAYNVTQAF. The TCR CDR3 sequence is CASSPPLWPGVNEKLFF. Result: 1 (the TCR binds to the epitope). (10) The epitope is NYSGVVTTVMF. The TCR CDR3 sequence is CASSPLSGTLTGELFF. Result: 0 (the TCR does not bind to the epitope).